Dataset: Peptide-MHC class I binding affinity with 185,985 pairs from IEDB/IMGT. Task: Regression. Given a peptide amino acid sequence and an MHC pseudo amino acid sequence, predict their binding affinity value. This is MHC class I binding data. (1) The binding affinity (normalized) is 0. The peptide sequence is DHQAAFQYI. The MHC is HLA-A30:02 with pseudo-sequence HLA-A30:02. (2) The peptide sequence is ASTISWMMK. The MHC is HLA-A03:01 with pseudo-sequence HLA-A03:01. The binding affinity (normalized) is 0.681.